Predict the reactants needed to synthesize the given product. From a dataset of Full USPTO retrosynthesis dataset with 1.9M reactions from patents (1976-2016). (1) The reactants are: COC1C=C[C:6]([C@@H:9]([N:11]([CH2:22][C:23]2[N:24]=[C:25]3[CH:30]=[CH:29][CH:28]=[C:27]([N:31]4[CH2:36][CH2:35][N:34]([CH3:37])[CH2:33][CH2:32]4)[N:26]3[CH:38]=2)[C@@H:12]2[C:21]3[N:20]=[CH:19][CH:18]=[CH:17][C:16]=3[CH2:15][CH2:14][CH2:13]2)C)=CC=1.C(=O)C. Given the product [CH2:9]([N:11]([CH2:22][C:23]1[N:24]=[C:25]2[CH:30]=[CH:29][CH:28]=[C:27]([N:31]3[CH2:36][CH2:35][N:34]([CH3:37])[CH2:33][CH2:32]3)[N:26]2[CH:38]=1)[C@@H:12]1[C:21]2[N:20]=[CH:19][CH:18]=[CH:17][C:16]=2[CH2:15][CH2:14][CH2:13]1)[CH3:6], predict the reactants needed to synthesize it. (2) Given the product [C:1]([OH:6])(=[O:5])[C:2]([OH:4])=[O:3].[Cl:7][C:8]1[CH:9]=[CH:10][CH:11]=[C:12]2[C:19]=1[C:15]([CH2:16][CH2:17][NH2:18])=[CH:14][NH:13]2, predict the reactants needed to synthesize it. The reactants are: [C:1]([OH:6])(=[O:5])[C:2]([OH:4])=[O:3].[Cl:7][C:8]1[CH:9]=[CH:10][CH:11]=[C:12]2[C:19]=1[C:15]([CH2:16][CH2:17][NH2:18])=[CH:14][NH:13]2.CCOC(C)=O.CCOCC. (3) Given the product [C:6]([NH:9][C@@H:10]([CH3:28])[CH2:11][O:12][C:13]1[N:18]=[CH:17][C:16]([NH:19][C:20](=[O:26])[O:21][C:22]([CH3:23])([CH3:25])[CH3:24])=[C:15]([OH:30])[C:14]=1[F:27])(=[O:8])[CH3:7], predict the reactants needed to synthesize it. The reactants are: C([Li])CCC.[C:6]([NH:9][C@@H:10]([CH3:28])[CH2:11][O:12][C:13]1[N:18]=[CH:17][C:16]([NH:19][C:20](=[O:26])[O:21][C:22]([CH3:25])([CH3:24])[CH3:23])=[CH:15][C:14]=1[F:27])(=[O:8])[CH3:7].B(OC)(OC)[O:30]C.[OH-].[Na+].OO.S([O-])([O-])(=O)=S.[Na+].[Na+].Cl. (4) The reactants are: [CH2:1]([O:8][C:9](=[O:31])[C@H:10]([CH2:16][CH2:17][CH2:18][CH2:19][NH:20][C:21]([O:23][CH2:24][C:25]1[CH:30]=[CH:29][CH:28]=[CH:27][CH:26]=1)=[O:22])[NH:11][CH2:12][CH:13]([CH3:15])[CH3:14])[C:2]1[CH:7]=[CH:6][CH:5]=[CH:4][CH:3]=1.[CH3:32][C:33]1[CH:38]=[CH:37][C:36]([S:39](Cl)(=[O:41])=[O:40])=[CH:35][CH:34]=1. Given the product [CH2:1]([O:8][C:9](=[O:31])[C@H:10]([CH2:16][CH2:17][CH2:18][CH2:19][NH:20][C:21]([O:23][CH2:24][C:25]1[CH:26]=[CH:27][CH:28]=[CH:29][CH:30]=1)=[O:22])[N:11]([CH2:12][CH:13]([CH3:15])[CH3:14])[S:39]([C:36]1[CH:37]=[CH:38][C:33]([CH3:32])=[CH:34][CH:35]=1)(=[O:41])=[O:40])[C:2]1[CH:3]=[CH:4][CH:5]=[CH:6][CH:7]=1, predict the reactants needed to synthesize it. (5) Given the product [CH3:1][O:2][C:3](=[O:14])[C:4]1[CH:9]=[C:8]([CH3:10])[CH:7]=[C:6]([C:11]#[N:12])[CH:5]=1, predict the reactants needed to synthesize it. The reactants are: [CH3:1][O:2][C:3](=[O:14])[C:4]1[CH:9]=[C:8]([CH3:10])[CH:7]=[C:6]([CH2:11][NH:12]O)[CH:5]=1.C1(P(C2C=CC=CC=2)C2C=CC=CC=2)C=CC=CC=1.C(Cl)(Cl)(Cl)Cl. (6) Given the product [Cl:1][C:2]1[CH:3]=[C:4]([O:15][CH2:16][CH2:17][CH2:18][OH:19])[C:5]([NH:8][C:9](=[O:14])[C:10]([CH3:13])([CH3:11])[CH3:12])=[C:6]([CH:33]([C:32]2[CH:35]=[CH:36][CH:37]=[C:38]([O:39][CH3:40])[C:31]=2[Cl:30])[OH:34])[CH:7]=1, predict the reactants needed to synthesize it. The reactants are: [Cl:1][C:2]1[CH:7]=[CH:6][C:5]([NH:8][C:9](=[O:14])[C:10]([CH3:13])([CH3:12])[CH3:11])=[C:4]([O:15][CH2:16][CH2:17][CH2:18][OH:19])[CH:3]=1.C([Li])(CC)C.C([Li])(C)(C)C.[Cl:30][C:31]1[C:38]([O:39][CH3:40])=[CH:37][CH:36]=[CH:35][C:32]=1[CH:33]=[O:34].[Cl-].[NH4+]. (7) The reactants are: [CH3:1][N:2]1[C:10]2[C:5](=[CH:6][CH:7]=[C:8]([NH2:11])[CH:9]=2)[CH:4]=[CH:3]1.Br[CH2:13][C:14]1[CH:24]=[CH:23][C:22]([O:25][CH3:26])=[CH:21][C:15]=1[C:16](OCC)=[O:17].C(N(CC)C(C)C)(C)C.O[Li].O. Given the product [CH3:26][O:25][C:22]1[CH:21]=[C:15]2[C:14]([CH2:13][N:11]([C:8]3[CH:9]=[C:10]4[C:5]([CH:4]=[CH:3][N:2]4[CH3:1])=[CH:6][CH:7]=3)[C:16]2=[O:17])=[CH:24][CH:23]=1, predict the reactants needed to synthesize it.